This data is from Experimentally validated miRNA-target interactions with 360,000+ pairs, plus equal number of negative samples. The task is: Binary Classification. Given a miRNA mature sequence and a target amino acid sequence, predict their likelihood of interaction. The miRNA is dme-miR-283-5p with sequence AAAUAUCAGCUGGUAAUUCUGG. The protein sequence of the target gene is MNLTRAGARLQVLLGHLGRPSAPTIVAQPVSGLASPASFQPEQFQYTLDNNVLTLEQRKFYEENGFLVIKNLVSDDDIQRFRAEFERICREEVKPPGIVIMRDVALAKQDYMPSDRMVSKIQDFQEDEELFRYCLLPEILKYVECFTGPNIMALHGMLINKPPDVGKKTSRHPLHQDLHYFPFRPSNLIVCAWTAMEHIDRNNGCLVVLPGTHKGTLKPHDYPKWEGGVNKMYHGIQDYDPNSPRVHLVMEKGDTVFFHPLLIHGSGRNKTQGFRKAISCHFGSSDCQCIDVSGTSQENI.... Result: 0 (no interaction).